Dataset: Full USPTO retrosynthesis dataset with 1.9M reactions from patents (1976-2016). Task: Predict the reactants needed to synthesize the given product. (1) Given the product [Br:1][C:2]1[CH:7]=[CH:6][C:5]([S:15]([CH3:14])(=[O:17])=[O:16])=[CH:4][N:3]=1, predict the reactants needed to synthesize it. The reactants are: [Br:1][C:2]1[CH:7]=[CH:6][C:5](Br)=[CH:4][N:3]=1.C([Mg]Cl)(C)C.[CH3:14][S:15](Cl)(=[O:17])=[O:16]. (2) Given the product [NH2:4][C:5]1[N:10]=[CH:9][N:8]=[C:7]2[N:11]([CH:15]([C:17]3[CH:18]=[C:19]([Cl:34])[C:20]([C:32]#[N:33])=[C:21]4[C:27]=3[O:26][CH2:25][CH2:24][N:23]([CH:28]3[CH2:31][N:30]([CH2:36][CH2:37][OH:38])[CH2:29]3)[CH2:22]4)[CH3:16])[N:12]=[C:13]([CH3:14])[C:6]=12, predict the reactants needed to synthesize it. The reactants are: Cl.Cl.Cl.[NH2:4][C:5]1[N:10]=[CH:9][N:8]=[C:7]2[N:11]([CH:15]([C:17]3[CH:18]=[C:19]([Cl:34])[C:20]([C:32]#[N:33])=[C:21]4[C:27]=3[O:26][CH2:25][CH2:24][N:23]([CH:28]3[CH2:31][NH:30][CH2:29]3)[CH2:22]4)[CH3:16])[N:12]=[C:13]([CH3:14])[C:6]=12.Br[CH2:36][CH2:37][OH:38].C(N(CC)CC)C. (3) Given the product [Cl:1][C:2]1[C:7]2[CH2:8][CH2:9][N:10]([C:21]([N:18]([CH3:20])[CH3:19])=[O:22])[C:6]=2[CH:5]=[CH:4][N:3]=1, predict the reactants needed to synthesize it. The reactants are: [Cl:1][C:2]1[C:7]2[CH2:8][CH2:9][NH:10][C:6]=2[CH:5]=[CH:4][N:3]=1.CCN(CC)CC.[N:18]([C:21](Cl)=[O:22])([CH3:20])[CH3:19]. (4) Given the product [CH2:1]([O:4][CH2:5]/[CH:6]=[CH:7]/[C@@H:8]1[O:12][C@@H:11]([CH2:13][CH2:14][C@@H:15]2[O:20][C@H:19]([CH2:21][C@@H:22]3[O:26][C@H:25]([CH2:27][C@H:28]([OH:31])[CH2:29][NH:30][C:54](=[O:55])[O:56][C:57]([CH3:60])([CH3:59])[CH3:58])[C@H:24]([O:32][CH3:33])[C@H:23]3[CH2:34][S:35]([C:38]3[CH:39]=[CH:40][CH:41]=[CH:42][CH:43]=3)(=[O:36])=[O:37])[C:18](=[CH2:44])[C@H:17]([CH3:45])[CH2:16]2)[C:10](=[CH2:46])[CH2:9]1)[CH:2]=[CH2:3], predict the reactants needed to synthesize it. The reactants are: [CH2:1]([O:4][CH2:5]/[CH:6]=[CH:7]/[C@@H:8]1[O:12][C@@H:11]([CH2:13][CH2:14][C@@H:15]2[O:20][C@H:19]([CH2:21][C@@H:22]3[O:26][C@H:25]([CH2:27][C@H:28]([OH:31])[CH2:29][NH2:30])[C@H:24]([O:32][CH3:33])[C@H:23]3[CH2:34][S:35]([C:38]3[CH:43]=[CH:42][CH:41]=[CH:40][CH:39]=3)(=[O:37])=[O:36])[C:18](=[CH2:44])[C@H:17]([CH3:45])[CH2:16]2)[C:10](=[CH2:46])[CH2:9]1)[CH:2]=[CH2:3].C(N(CC)CC)C.[C:54](O[C:54]([O:56][C:57]([CH3:60])([CH3:59])[CH3:58])=[O:55])([O:56][C:57]([CH3:60])([CH3:59])[CH3:58])=[O:55].C(=O)=O. (5) Given the product [O:23]1[CH2:22][CH2:21][N:20]([C:18]([C:15]2[CH:14]=[CH:13][C:12]([C:9]3[CH:10]=[CH:11][C:6]4[N:7]([C:3]([C:1]#[C:2][C:27]5[C:35]6[C:30](=[N:31][CH:32]=[C:33]([C:36]([F:39])([F:38])[F:37])[CH:34]=6)[NH:29][CH:28]=5)=[CH:4][N:5]=4)[N:8]=3)=[CH:17][CH:16]=2)=[O:19])[CH2:25][CH2:24]1, predict the reactants needed to synthesize it. The reactants are: [C:1]([C:3]1[N:7]2[N:8]=[C:9]([C:12]3[CH:17]=[CH:16][C:15]([C:18]([N:20]4[CH2:25][CH2:24][O:23][CH2:22][CH2:21]4)=[O:19])=[CH:14][CH:13]=3)[CH:10]=[CH:11][C:6]2=[N:5][CH:4]=1)#[CH:2].I[C:27]1[C:35]2[C:30](=[N:31][CH:32]=[C:33]([C:36]([F:39])([F:38])[F:37])[CH:34]=2)[NH:29][CH:28]=1. (6) Given the product [F:30][C:31]1[CH:32]=[CH:33][C:34]([CH2:35][NH:36][C:37]([C:17]2[S:16][C:11]3[N:10]([C:9](=[O:19])[N:8]([CH2:1][C:2]4[CH:3]=[CH:4][CH:5]=[CH:6][CH:7]=4)[C:13](=[O:14])[C:12]=3[CH3:15])[CH:18]=2)=[O:38])=[CH:39][CH:40]=1, predict the reactants needed to synthesize it. The reactants are: [CH2:1]([N:8]1[C:13](=[O:14])[C:12]([CH3:15])=[C:11]2[S:16][CH:17]=[CH:18][N:10]2[C:9]1=[O:19])[C:2]1[CH:7]=[CH:6][CH:5]=[CH:4][CH:3]=1.C[Si](C)(C)N[Si](C)(C)C.[Li].[F:30][C:31]1[CH:40]=[CH:39][C:34]([CH2:35][N:36]=[C:37]=[O:38])=[CH:33][CH:32]=1.[Cl-].[NH4+].